The task is: Predict which catalyst facilitates the given reaction.. This data is from Catalyst prediction with 721,799 reactions and 888 catalyst types from USPTO. (1) Reactant: [NH2:1][C:2]1[CH:3]=[N:4][CH:5]=[CH:6][C:7]=1[N:8]1[CH2:13][C@H:12]([CH3:14])[C@@H:11]([O:15][Si:16]([C:19]([CH3:22])([CH3:21])[CH3:20])([CH3:18])[CH3:17])[C@H:10]([NH:23][C:24](=[O:30])[O:25][C:26]([CH3:29])([CH3:28])[CH3:27])[CH2:9]1.[CH:31]1([C:34]2[S:35][C:36]3[C:37]([N:45]=2)=[N:38][C:39]([C:42](O)=[O:43])=[CH:40][CH:41]=3)[CH2:33][CH2:32]1.CCN(C(C)C)C(C)C.CN(C(ON1N=NC2C=CC=NC1=2)=[N+](C)C)C.F[P-](F)(F)(F)(F)F. Product: [Si:16]([O:15][C@@H:11]1[C@@H:12]([CH3:14])[CH2:13][N:8]([C:7]2[CH:6]=[CH:5][N:4]=[CH:3][C:2]=2[NH:1][C:42]([C:39]2[N:38]=[C:37]3[N:45]=[C:34]([CH:31]4[CH2:32][CH2:33]4)[S:35][C:36]3=[CH:41][CH:40]=2)=[O:43])[CH2:9][C@H:10]1[NH:23][C:24](=[O:30])[O:25][C:26]([CH3:29])([CH3:28])[CH3:27])([C:19]([CH3:22])([CH3:21])[CH3:20])([CH3:18])[CH3:17]. The catalyst class is: 3. (2) Reactant: [F:1][C:2]([F:28])([F:27])[C:3]1[CH:8]=[CH:7][C:6]([C:9]2[CH:14]=[CH:13][CH:12]=[CH:11][C:10]=2[C:15]([NH:17][C:18]2[CH:26]=[CH:25][C:21]([C:22](O)=[O:23])=[CH:20][CH:19]=2)=[O:16])=[CH:5][CH:4]=1.O.[OH:30]N1C2C=CC=CC=2N=N1.CCN=C=NCCCN(C)C.Cl.[NH2:52][CH2:53][C:54]1[CH:59]=[N:58][C:57]([CH3:60])=[CH:56][N:55]=1. Product: [CH3:60][C:57]1[N:58]=[CH:59][C:54]([CH2:53][NH:52][C:22]([C:21]2[CH:25]=[CH:26][C:18]([NH:17][C:15]([C:10]3[C:9]([C:6]4[CH:5]=[CH:4][C:3]([C:2]([F:28])([F:27])[F:1])=[CH:8][CH:7]=4)=[CH:14][CH:13]=[CH:12][CH:11]=3)=[O:16])=[CH:19][CH:20]=2)=[O:23])=[N:55][CH:56]=1.[F:27][C:2]([F:1])([F:28])[C:3]1[CH:4]=[CH:5][C:6]([C:9]2[C:10]([C:15]([OH:16])=[O:30])=[CH:11][CH:12]=[CH:13][CH:14]=2)=[CH:7][CH:8]=1. The catalyst class is: 255. (3) The catalyst class is: 2. Product: [Cl:28][C:22]1[C:23]([O:25][CH2:26][CH3:27])=[CH:24][C:19]2[O:18][CH:17]([C:29]([N:31]3[CH2:32][CH2:33][C:34]([CH2:37][C:38]4[CH:39]=[CH:40][C:41]([F:44])=[CH:42][CH:43]=4)([C:45]#[N:46])[CH2:35][CH2:36]3)=[O:30])[CH2:16][NH:15][C:20]=2[CH:21]=1. Reactant: FC(F)(F)C(O)=O.C(OC([N:15]1[C:20]2[CH:21]=[C:22]([Cl:28])[C:23]([O:25][CH2:26][CH3:27])=[CH:24][C:19]=2[O:18][CH:17]([C:29]([N:31]2[CH2:36][CH2:35][C:34]([C:45]#[N:46])([CH2:37][C:38]3[CH:43]=[CH:42][C:41]([F:44])=[CH:40][CH:39]=3)[CH2:33][CH2:32]2)=[O:30])[CH2:16]1)=O)(C)(C)C. (4) Reactant: [C:1]([O:4][CH2:5][CH2:6]Br)(=[O:3])[CH3:2].[NH2:8][C:9]1[CH:10]=[CH:11][CH:12]=[C:13]2[C:22]=1[CH2:21][C:20]1[CH:19]=[CH:18][CH:17]=[C:16]([C:23]3[NH:28][C:27](=[O:29])[CH:26]=[C:25]([N:30]4[CH2:35][CH2:34][O:33][CH2:32][CH2:31]4)[CH:24]=3)[C:15]=1[O:14]2.C(=O)([O-])[O-].[K+].[K+].ClCCl. Product: [O:33]1[CH2:34][CH2:35][N:30]([C:25]2[CH:24]=[C:23]([C:16]3[CH:17]=[CH:18][CH:19]=[C:20]4[C:15]=3[O:14][C:13]3[CH:12]=[CH:11][CH:10]=[C:9]([NH:8][CH2:2][C:1]([O:4][CH2:5][CH3:6])=[O:3])[C:22]=3[CH2:21]4)[NH:28][C:27](=[O:29])[CH:26]=2)[CH2:31][CH2:32]1. The catalyst class is: 80.